From a dataset of Forward reaction prediction with 1.9M reactions from USPTO patents (1976-2016). Predict the product of the given reaction. Given the reactants [NH2:1][C:2]1[CH:3]=[C:4]2[C:9](=[CH:10][CH:11]=1)[N:8]=[CH:7][CH:6]=[CH:5]2.[C:12](O[C:12]([O:14][C:15]([CH3:18])([CH3:17])[CH3:16])=[O:13])([O:14][C:15]([CH3:18])([CH3:17])[CH3:16])=[O:13].O1CCOCC1.[OH-].[Na+], predict the reaction product. The product is: [C:15]([O:14][C:12]([NH:1][C:2]1[CH:3]=[C:4]2[C:9](=[CH:10][CH:11]=1)[N:8]=[CH:7][CH:6]=[CH:5]2)=[O:13])([CH3:18])([CH3:17])[CH3:16].